From a dataset of Catalyst prediction with 721,799 reactions and 888 catalyst types from USPTO. Predict which catalyst facilitates the given reaction. (1) Reactant: [CH3:1][C:2]1([CH3:21])[C:6](=[O:7])[N:5]([C:8]2[CH:15]=[CH:14][C:11]([C:12]#[N:13])=[C:10]([C:16]([F:19])([F:18])[F:17])[CH:9]=2)[C:4](=[O:20])[NH:3]1.Br[CH2:23][C:24]1[CH:40]=[CH:39][CH:38]=[CH:37][C:25]=1[CH2:26][C:27]1[CH:36]=[CH:35][C:30]([C:31]([O:33][CH3:34])=[O:32])=[CH:29][CH:28]=1.C(=O)([O-])[O-].[Cs+].[Cs+].O. Product: [C:12]([C:11]1[CH:14]=[CH:15][C:8]([N:5]2[C:6](=[O:7])[C:2]([CH3:21])([CH3:1])[N:3]([CH2:23][C:24]3[CH:40]=[CH:39][CH:38]=[CH:37][C:25]=3[CH2:26][C:27]3[CH:36]=[CH:35][C:30]([C:31]([O:33][CH3:34])=[O:32])=[CH:29][CH:28]=3)[C:4]2=[O:20])=[CH:9][C:10]=1[C:16]([F:19])([F:17])[F:18])#[N:13]. The catalyst class is: 10. (2) Reactant: C([O:8][C:9]1[CH:14]=[CH:13][C:12]([O:15][CH2:16][CH3:17])=[CH:11][C:10]=1[CH2:18][C:19]([O:21][CH3:22])=[O:20])C1C=CC=CC=1. Product: [OH:8][C:9]1[CH:14]=[CH:13][C:12]([O:15][CH2:16][CH3:17])=[CH:11][C:10]=1[CH2:18][C:19]([O:21][CH3:22])=[O:20]. The catalyst class is: 481. (3) Reactant: Cl[C:2]1[C:11]2[C:6](=[CH:7][C:8]([Cl:12])=[CH:9][CH:10]=2)[N:5]=[CH:4][N:3]=1.[CH3:13][C:14]1[N:19]=[C:18]2[O:20][C:21]3[C:26](B4OC(C)(C)C(C)(C)O4)=[CH:25][C:24]([CH3:36])=[CH:23][C:22]=3[C:17]2=[CH:16][CH:15]=1.C([O-])([O-])=O.[K+].[K+]. Product: [Cl:12][C:8]1[CH:7]=[C:6]2[C:11]([C:2]([C:26]3[C:21]4[O:20][C:18]5[C:17]([C:22]=4[CH:23]=[C:24]([CH3:36])[CH:25]=3)=[CH:16][CH:15]=[C:14]([CH3:13])[N:19]=5)=[N:3][CH:4]=[N:5]2)=[CH:10][CH:9]=1. The catalyst class is: 108. (4) Reactant: [N:1]1([S:5]([NH2:8])(=[O:7])=[O:6])[CH2:4][CH2:3][CH2:2]1.C1(P(C2CCCCC2)C2C=CC=CC=2C2C(C(C)C)=CC(C(C)C)=CC=2C(C)C)CCCCC1.C(=O)([O-])[O-].[Cs+].[Cs+].Cl[C:50]1[CH:55]=[C:54]([O:56][C:57]([C@@H:60]2[CH2:64][O:63][C:62]([CH3:66])([CH3:65])[O:61]2)([CH3:59])[CH3:58])[N:53]=[C:52]([S:67][CH2:68][C:69]2[CH:74]=[CH:73][CH:72]=[C:71]([F:75])[C:70]=2[F:76])[N:51]=1. Product: [F:76][C:70]1[C:71]([F:75])=[CH:72][CH:73]=[CH:74][C:69]=1[CH2:68][S:67][C:52]1[N:51]=[C:50]([NH:8][S:5]([N:1]2[CH2:4][CH2:3][CH2:2]2)(=[O:7])=[O:6])[CH:55]=[C:54]([O:56][C:57]([C@@H:60]2[CH2:64][O:63][C:62]([CH3:66])([CH3:65])[O:61]2)([CH3:59])[CH3:58])[N:53]=1. The catalyst class is: 62. (5) Product: [Cl:1][C:2]1[CH:3]=[CH:4][C:5]([C:6]([N:8]2[CH2:14][C:13]3[CH:15]=[CH:16][C:17]([C:19]([O:21][CH2:39][CH3:40])=[O:20])=[CH:18][C:12]=3[N:11]([CH2:22][C:23]3[CH:28]=[CH:27][C:26]([C:29]([N:31]4[CH2:32][CH2:33][CH2:34][CH2:35]4)=[O:30])=[CH:25][CH:24]=3)[C:10](=[O:36])[CH2:9]2)=[O:7])=[CH:37][CH:38]=1. The catalyst class is: 4. Reactant: [Cl:1][C:2]1[CH:38]=[CH:37][C:5]([C:6]([N:8]2[CH2:14][C:13]3[CH:15]=[CH:16][C:17]([C:19]([OH:21])=[O:20])=[CH:18][C:12]=3[N:11]([CH2:22][C:23]3[CH:28]=[CH:27][C:26]([C:29]([N:31]4[CH2:35][CH2:34][CH2:33][CH2:32]4)=[O:30])=[CH:25][CH:24]=3)[C:10](=[O:36])[CH2:9]2)=[O:7])=[CH:4][CH:3]=1.[CH2:39](O)[CH3:40].C(N(CC)CC)C. (6) Reactant: [CH3:1][C:2]1[S:6][C:5]([CH2:7][NH2:8])=[CH:4][CH:3]=1.[CH:9]1[N:14]=[C:13](Cl)[C:12]2[N:16]=[CH:17][N:18]([C@@H:19]3[O:23][C@H:22]([CH2:24][OH:25])[C@@H:21]([OH:26])[C@H:20]3[OH:27])[C:11]=2[N:10]=1.C(N(CC)CC)C. Product: [CH3:1][C:2]1[S:6][C:5]([CH2:7][NH:8][C:13]2[C:12]3[N:16]=[CH:17][N:18]([C:11]=3[N:10]=[CH:9][N:14]=2)[C@@H:19]2[O:23][C@H:22]([CH2:24][OH:25])[C@@H:21]([OH:26])[C@H:20]2[OH:27])=[CH:4][CH:3]=1. The catalyst class is: 259. (7) Reactant: [CH2:1]([O:8][CH2:9][CH2:10][N:11]1[CH2:16][CH2:15][C:14]2[O:17][CH:18]=[C:19]([C:20]([OH:22])=O)[C:13]=2[C:12]1=[O:23])[C:2]1[CH:7]=[CH:6][CH:5]=[CH:4][CH:3]=1.C(N(CC)CC)C.ClC(OCC)=O.[NH2:37][C:38]1[CH:39]=[CH:40][C:41]([N:47]2[CH2:52][CH2:51][N:50]([C:53](=[O:55])[CH3:54])[CH2:49][CH2:48]2)=[N:42][C:43]=1[O:44][CH2:45][CH3:46]. Product: [C:53]([N:50]1[CH2:51][CH2:52][N:47]([C:41]2[N:42]=[C:43]([O:44][CH2:45][CH3:46])[C:38]([NH:37][C:20]([C:19]3[C:13]4[C:12](=[O:23])[N:11]([CH2:10][CH2:9][O:8][CH2:1][C:2]5[CH:3]=[CH:4][CH:5]=[CH:6][CH:7]=5)[CH2:16][CH2:15][C:14]=4[O:17][CH:18]=3)=[O:22])=[CH:39][CH:40]=2)[CH2:48][CH2:49]1)(=[O:55])[CH3:54]. The catalyst class is: 7.